From a dataset of Forward reaction prediction with 1.9M reactions from USPTO patents (1976-2016). Predict the product of the given reaction. (1) Given the reactants Cl.[F:2][C:3]1[CH:4]=[C:5]2[C:9](=[CH:10][C:11]=1[C:12]1[C:20]3[C:15](=[N:16][CH:17]=[CH:18][C:19]=3[NH:21][S:22]([CH:25]3[CH2:30][CH2:29][NH:28][CH2:27][CH2:26]3)(=[O:24])=[O:23])[N:14]([CH:31]([CH3:33])[CH3:32])[CH:13]=1)[N:8]([CH3:34])[CH2:7][CH2:6]2.[C:35](O)(=O)C.C=O.C([BH3-])#N.[Na+], predict the reaction product. The product is: [F:2][C:3]1[CH:4]=[C:5]2[C:9](=[CH:10][C:11]=1[C:12]1[C:20]3[C:15](=[N:16][CH:17]=[CH:18][C:19]=3[NH:21][S:22]([CH:25]3[CH2:30][CH2:29][N:28]([CH3:35])[CH2:27][CH2:26]3)(=[O:24])=[O:23])[N:14]([CH:31]([CH3:32])[CH3:33])[CH:13]=1)[N:8]([CH3:34])[CH2:7][CH2:6]2. (2) Given the reactants [CH2:1]([O:3][C:4]1[CH:5]=[C:6]([C:14]2[CH:19]=[C:18]([C:20]([F:23])([F:22])[F:21])[N:17]3[N:24]=[CH:25][C:26]([C:27]([OH:29])=O)=[C:16]3[N:15]=2)[CH:7]=[CH:8][C:9]=1[C:10]([F:13])([F:12])[F:11])[CH3:2].[N:30]1([S:36]([C:39]2[CH:40]=[C:41]([NH2:45])[CH:42]=[CH:43][CH:44]=2)(=[O:38])=[O:37])[CH2:35][CH2:34][O:33][CH2:32][CH2:31]1, predict the reaction product. The product is: [N:30]1([S:36]([C:39]2[CH:40]=[C:41]([NH:45][C:27]([C:26]3[CH:25]=[N:24][N:17]4[C:18]([C:20]([F:23])([F:22])[F:21])=[CH:19][C:14]([C:6]5[CH:7]=[CH:8][C:9]([C:10]([F:11])([F:12])[F:13])=[C:4]([O:3][CH2:1][CH3:2])[CH:5]=5)=[N:15][C:16]=34)=[O:29])[CH:42]=[CH:43][CH:44]=2)(=[O:38])=[O:37])[CH2:31][CH2:32][O:33][CH2:34][CH2:35]1. (3) Given the reactants [C:1]([N:9]1[CH2:13][CH2:12][S:11][CH:10]1[CH2:14][C:15]([O:17]CC)=[O:16])(=[O:8])[C:2]1[CH:7]=[CH:6][CH:5]=[CH:4][CH:3]=1.Cl, predict the reaction product. The product is: [C:1]([N:9]1[CH2:13][CH2:12][S:11][CH:10]1[CH2:14][C:15]([OH:17])=[O:16])(=[O:8])[C:2]1[CH:7]=[CH:6][CH:5]=[CH:4][CH:3]=1.